This data is from Peptide-MHC class I binding affinity with 185,985 pairs from IEDB/IMGT. The task is: Regression. Given a peptide amino acid sequence and an MHC pseudo amino acid sequence, predict their binding affinity value. This is MHC class I binding data. (1) The peptide sequence is RQFPDAFEF. The MHC is Mamu-B52 with pseudo-sequence Mamu-B52. The binding affinity (normalized) is 0.919. (2) The peptide sequence is RRWIQLGLQK. The binding affinity (normalized) is 0.0699. The MHC is HLA-B54:01 with pseudo-sequence HLA-B54:01. (3) The peptide sequence is AMYYAVLSEY. The MHC is HLA-A31:01 with pseudo-sequence HLA-A31:01. The binding affinity (normalized) is 0.265. (4) The peptide sequence is KYDDRIQSQ. The MHC is HLA-B58:01 with pseudo-sequence HLA-B58:01. The binding affinity (normalized) is 0.0847. (5) The peptide sequence is RTELTYLQY. The MHC is Mamu-A01 with pseudo-sequence Mamu-A01. The binding affinity (normalized) is 0.162. (6) The peptide sequence is KYKGSTSV. The MHC is H-2-Kd with pseudo-sequence H-2-Kd. The binding affinity (normalized) is 0.540. (7) The peptide sequence is LASAMRMLW. The MHC is HLA-A66:01 with pseudo-sequence HLA-A66:01. The binding affinity (normalized) is 0.213. (8) The peptide sequence is ASLLRRWPK. The MHC is HLA-A30:01 with pseudo-sequence HLA-A30:01. The binding affinity (normalized) is 1.00. (9) The peptide sequence is GYIPLVGAPL. The MHC is Patr-A0701 with pseudo-sequence Patr-A0701. The binding affinity (normalized) is 0.148. (10) The peptide sequence is YAQMWTLMY. The MHC is HLA-A01:01 with pseudo-sequence HLA-A01:01. The binding affinity (normalized) is 0.916.